Dataset: Forward reaction prediction with 1.9M reactions from USPTO patents (1976-2016). Task: Predict the product of the given reaction. (1) Given the reactants [NH2:1][C:2]1[CH:3]=[C:4]2[C:20](=[O:21])[NH:19][N:18]=[CH:17][C:6]3=[C:7]([C:11]4[CH:16]=[CH:15][CH:14]=[CH:13][CH:12]=4)[NH:8][C:9]([CH:10]=1)=[C:5]23.[CH2:22]([S:24][C:25]1[N:33]=[CH:32][CH:31]=[CH:30][C:26]=1[C:27](O)=[O:28])[CH3:23].C(N(CC)CC)C.F[P-](F)(F)(F)(F)F.N1(OC(N(C)C)=[N+](C)C)C2N=CC=CC=2N=N1, predict the reaction product. The product is: [CH2:22]([S:24][C:25]1[N:33]=[CH:32][CH:31]=[CH:30][C:26]=1[C:27]([NH:1][C:2]1[CH:3]=[C:4]2[C:20](=[O:21])[NH:19][N:18]=[CH:17][C:6]3=[C:7]([C:11]4[CH:12]=[CH:13][CH:14]=[CH:15][CH:16]=4)[NH:8][C:9]([CH:10]=1)=[C:5]23)=[O:28])[CH3:23]. (2) Given the reactants [F:1][C@H:2]1[CH2:18][C@@H:17]2[C@:9]([F:25])([C@@H:10]([OH:24])[CH2:11][C@@:12]3([CH3:23])[C@H:16]2[CH2:15][CH:14]=[C:13]3[C:19](=[O:22])[CH2:20][OH:21])[C@:8]2([CH3:26])[C:3]1=[CH:4][C:5](=[O:27])[CH:6]=[CH:7]2.[CH2:28]([N:35]([CH2:39][Si](C)(C)C)[CH2:36]OC)[C:29]1[CH:34]=[CH:33][CH:32]=[CH:31][CH:30]=1.C1(C)C(C)=CC=CC=1.C(O)(C(F)(F)F)=O, predict the reaction product. The product is: [CH2:28]([N:35]1[CH2:39][C@:13]2([C:19](=[O:22])[CH2:20][OH:21])[C@@H:14]([CH2:15][C@H:16]3[C@H:17]4[C@@:9]([F:25])([C@:8]5([CH3:26])[C:3]([C@@H:2]([F:1])[CH2:18]4)=[CH:4][C:5](=[O:27])[CH:6]=[CH:7]5)[C@@H:10]([OH:24])[CH2:11][C@@:12]32[CH3:23])[CH2:36]1)[C:29]1[CH:34]=[CH:33][CH:32]=[CH:31][CH:30]=1. (3) Given the reactants [N:1]1([S:7]([C:10]2[CH:11]=[C:12]([CH:16]=[CH:17][CH:18]=2)[C:13]([OH:15])=O)(=[O:9])=[O:8])[CH2:6][CH2:5][CH2:4][CH2:3][CH2:2]1.[CH:19]1([C:22]2[NH:26][N:25]=[C:24]([NH2:27])[CH:23]=2)[CH2:21][CH2:20]1, predict the reaction product. The product is: [CH:19]1([C:22]2[CH:23]=[C:24]([NH:27][C:13](=[O:15])[C:12]3[CH:16]=[CH:17][CH:18]=[C:10]([S:7]([N:1]4[CH2:2][CH2:3][CH2:4][CH2:5][CH2:6]4)(=[O:8])=[O:9])[CH:11]=3)[NH:25][N:26]=2)[CH2:21][CH2:20]1. (4) Given the reactants [CH3:1][O:2][C:3]1[CH:4]=[CH:5][C:6]2[N:11]=[CH:10][C:9](=[O:12])[N:8]([C:13]3[CH:14]=[C:15]4[O:22][CH2:21][CH:20]=[CH:19][C:16]4=[N:17][CH:18]=3)[C:7]=2[N:23]=1.Cl.[CH2:25]([O:32][NH2:33])[C:26]1[CH:31]=[CH:30][CH:29]=[CH:28][CH:27]=1, predict the reaction product. The product is: [CH3:1][O:2][C:3]1[CH:4]=[CH:5][C:6]2[N:11]=[CH:10][C:9](=[O:12])[N:8]([C:13]3[CH:14]=[C:15]4[O:22][CH2:21][CH:20]([NH:33][O:32][CH2:25][C:26]5[CH:31]=[CH:30][CH:29]=[CH:28][CH:27]=5)[CH2:19][C:16]4=[N:17][CH:18]=3)[C:7]=2[N:23]=1. (5) Given the reactants [CH3:1][CH:2]([N:4]1[C:12](/[CH:13]=[CH:14]/[C@H:15]([OH:24])[CH2:16][C@H:17]([OH:23])[CH2:18][C:19]([O:21]C)=[O:20])=[C:11]([C:25]2[CH:30]=[CH:29][C:28]([F:31])=[CH:27][CH:26]=2)[C:10]2[C:5]1=[CH:6][CH:7]=[CH:8][CH:9]=2)[CH3:3].[OH-].[Na+:33].CC(OC)(C)C, predict the reaction product. The product is: [CH3:3][CH:2]([N:4]1[C:12](/[CH:13]=[CH:14]/[CH:15]([OH:24])[CH2:16][CH:17]([OH:23])[CH2:18][C:19]([O-:21])=[O:20])=[C:11]([C:25]2[CH:26]=[CH:27][C:28]([F:31])=[CH:29][CH:30]=2)[C:10]2[CH:9]=[CH:8][CH:7]=[CH:6][C:5]1=2)[CH3:1].[Na+:33]. (6) Given the reactants Cl[C:2]1[N:10]([CH2:11][CH:12]=[C:13]([CH3:15])[CH3:14])[C:9]2[C:8](=[O:16])[N:7]([CH2:17][O:18][C:19](=[O:24])[C:20]([CH3:23])([CH3:22])[CH3:21])[C:6](=[O:25])[N:5]([CH2:26][O:27][C:28](=[O:33])[C:29]([CH3:32])([CH3:31])[CH3:30])[C:4]=2[N:3]=1.[C:34]([O:38][C:39]([N:41]1[CH2:46][CH2:45][NH:44][CH2:43][CH2:42]1)=[O:40])([CH3:37])([CH3:36])[CH3:35].C12CCCCC1CCCNN=2, predict the reaction product. The product is: [C:34]([O:38][C:39]([N:41]1[CH2:46][CH2:45][N:44]([C:2]2[N:10]([CH2:11][CH:12]=[C:13]([CH3:15])[CH3:14])[C:9]3[C:8](=[O:16])[N:7]([CH2:17][O:18][C:19](=[O:24])[C:20]([CH3:21])([CH3:22])[CH3:23])[C:6](=[O:25])[N:5]([CH2:26][O:27][C:28](=[O:33])[C:29]([CH3:32])([CH3:31])[CH3:30])[C:4]=3[N:3]=2)[CH2:43][CH2:42]1)=[O:40])([CH3:37])([CH3:35])[CH3:36]. (7) Given the reactants [NH2:1][C:2]1[CH:9]=[CH:8][C:5]([CH2:6][OH:7])=[CH:4][CH:3]=1.C(N(CC)CC)C.[CH3:17][Si:18]([CH3:21])([CH3:20])Cl, predict the reaction product. The product is: [CH3:17][Si:18]([CH3:21])([CH3:20])[O:7][CH2:6][C:5]1[CH:8]=[CH:9][C:2]([NH2:1])=[CH:3][CH:4]=1.